From a dataset of Full USPTO retrosynthesis dataset with 1.9M reactions from patents (1976-2016). Predict the reactants needed to synthesize the given product. (1) Given the product [O:20]=[CH:19][C@@H:8]([C@H:9]([C@H:10]([C@@H:5]([CH2:6][OH:28])[OH:4])[OH:11])[OH:15])[OH:7], predict the reactants needed to synthesize it. The reactants are: C([O:4][C@@H:5]1[C@@H:10]([O:11]C(=O)C)[C@@H:9]([O:15]C(=O)C)[C@@H:8]([CH2:19][O:20]C(=O)C)[O:7][C@@H:6]1Br)(=O)C.[Br-].C(O[C@@H]1[C@@H](OC(=O)C)[C@@H](OC(=O)C)[C@@H](COC(=O)C)O[C@H]1SC(N)=[NH2+])(=[O:28])C.C(O[C@@H]1[C@@H](OC(=O)C)[C@@H](OC(=O)C)[C@@H](COC(=O)C)O[C@H]1SCC#N)(=O)C. (2) Given the product [F:37][C:10]1[CH:11]=[C:12]([C:15]2[CH:16]=[N:17][C:18]3[N:19]([C:21]([C:24]4([C:27]5[CH:28]=[C:29]6[C:34](=[CH:35][CH:36]=5)[N:33]=[CH:32][CH:31]=[CH:30]6)[CH2:26][CH2:25]4)=[CH:22][N:23]=3)[CH:20]=2)[CH:13]=[CH:14][C:9]=1[C:15]1[CH:12]=[CH:11][C:3]([C:1]([N:19]([CH3:20])[CH3:18])=[O:2])=[N:17][CH:16]=1, predict the reactants needed to synthesize it. The reactants are: [C:1](O)([C:3](F)(F)F)=[O:2].Br[C:9]1[CH:14]=[CH:13][C:12]([C:15]2[CH:16]=[N:17][C:18]3[N:19]([C:21]([C:24]4([C:27]5[CH:28]=[C:29]6[C:34](=[CH:35][CH:36]=5)[N:33]=[CH:32][CH:31]=[CH:30]6)[CH2:26][CH2:25]4)=[CH:22][N:23]=3)[CH:20]=2)=[CH:11][C:10]=1[F:37]. (3) Given the product [CH3:3][NH:4][C:5]([NH:7][C:8]([N:10]1[C@H:16]([CH3:17])[CH2:15][C:14]2[CH:18]=[C:19]3[O:24][CH2:23][O:22][C:20]3=[CH:21][C:13]=2[C:12]([C:25]2[CH:30]=[CH:29][C:28]([N+:31]([O-:33])=[O:32])=[CH:27][CH:26]=2)=[N:11]1)=[S:9])=[O:6], predict the reactants needed to synthesize it. The reactants are: CN.[CH3:3][NH:4][C:5]([NH:7][C:8]([N:10]1[CH:16]([CH3:17])[CH2:15][C:14]2[CH:18]=[C:19]3[O:24][CH2:23][O:22][C:20]3=[CH:21][C:13]=2[C:12]([C:25]2[CH:30]=[CH:29][C:28]([N+:31]([O-:33])=[O:32])=[CH:27][CH:26]=2)=[N:11]1)=[S:9])=[O:6]. (4) Given the product [Br:1][C:2]1[CH:3]=[CH:4][C:5]([Cl:11])=[C:6]([CH:10]=1)[C:7]([NH:26][CH:23]1[CH2:25][CH2:24]1)=[O:9], predict the reactants needed to synthesize it. The reactants are: [Br:1][C:2]1[CH:3]=[CH:4][C:5]([Cl:11])=[C:6]([CH:10]=1)[C:7]([OH:9])=O.CN(C=O)C.C(Cl)(=O)C(Cl)=O.[CH:23]1([NH2:26])[CH2:25][CH2:24]1.CCN(C(C)C)C(C)C.Cl. (5) Given the product [CH3:14][O:13][C:7]1[CH:8]=[C:9]([O:11][CH3:12])[CH:10]=[C:2]2[C:3]=1[C:4](=[O:5])[NH:6][C:30]([C:28]1[CH:27]=[CH:26][CH:25]=[C:24]([C:21]3[CH:22]=[CH:23][C:18]([S:16]([CH3:15])=[O:17])=[CH:19][CH:20]=3)[N:29]=1)=[N:1]2, predict the reactants needed to synthesize it. The reactants are: [NH2:1][C:2]1[CH:10]=[C:9]([O:11][CH3:12])[CH:8]=[C:7]([O:13][CH3:14])[C:3]=1[C:4]([NH2:6])=[O:5].[CH3:15][S:16]([C:18]1[CH:23]=[CH:22][C:21]([C:24]2[N:29]=[C:28]([CH:30]=O)[CH:27]=[CH:26][CH:25]=2)=[CH:20][CH:19]=1)=[O:17].OS([O-])=O.[Na+].O.C1(C)C=CC(S(O)(=O)=O)=CC=1. (6) Given the product [Cl:36][C:7]1[N:8]([CH3:12])[C:9]2[C:5]([C:6]=1[C:13]1[NH:21][C:16]3=[N:17][CH:18]=[CH:19][N:20]=[C:15]3[CH:14]=1)=[CH:4][C:3]([O:2][CH3:1])=[CH:11][CH:10]=2, predict the reactants needed to synthesize it. The reactants are: [CH3:1][O:2][C:3]1[CH:4]=[C:5]2[C:9](=[CH:10][CH:11]=1)[N:8]([CH3:12])[CH:7]=[C:6]2[C:13]1[NH:21][C:16]2=[N:17][CH:18]=[CH:19][N:20]=[C:15]2[CH:14]=1.C([Li])CCC.C1(C)C=CC(S([Cl:36])(=O)=O)=CC=1.